The task is: Binary Classification. Given a miRNA mature sequence and a target amino acid sequence, predict their likelihood of interaction.. This data is from Experimentally validated miRNA-target interactions with 360,000+ pairs, plus equal number of negative samples. (1) The miRNA is hsa-miR-4735-3p with sequence AAAGGUGCUCAAAUUAGACAU. The protein sequence of the target gene is MGRMVALSLLGIGLALLGERFLALRSRLKASREVESVDLPNCHLIKGIETGAEDIDILPNGLAFFSVGLKFPGLHSFAPDKPGGILMMDLKDERPRALELRVSWGFDLASFNPHGISTFIDDDDTVYLFVVNHPQFKSTVEIFKFQEEENSLLHLKTIKHELLPSVNDIIAVGPTHFYATNDHYFSDPFLKYLETYLNLHWANVVYYSPEEVKLVAEGFDSANGINISPDKKYVYVADILAHEIHVLEKQPNMNLTQLKVLQLGTLVDNLSIDPSSGDIWVGCHPNGQRLFVYHPNHPPA.... Result: 0 (no interaction). (2) The miRNA is hsa-miR-4656 with sequence UGGGCUGAGGGCAGGAGGCCUGU. The protein sequence of the target gene is MLRAALPALLLPLLGLAAAAVADCPSSTWIQFQDSCYIFLQEAIKVESIEDVRNQCTDHGADMISIHNEEENAFILDTLKKQWKGPDDILLGMFYDTDDASFKWFDNSNMTFDKWTDQDDDEDLVDTCAFLHIKTGEWKKGNCEVSSVEGTLCKTAIPYKRKYLSDNHILISALVIASTVILTVLGAIIWFLYKKHSDSRFTTVFSTAPQSPYNEDCVLVVGEENEYPVQFD. Result: 0 (no interaction). (3) Result: 0 (no interaction). The protein sequence of the target gene is MNFEFEREIGFINSQPSLAECLTSFPAVLETFQTSSIKESTLIPPPPPFEQTFPSLQPGASTLQRPRSQKRAEDGPALPPPPPPPLPAAPPAPEFPWMKEKKSAKKPSQSATSPSPAASAVPASGVGSPADGLGLPEAGGGGARRLRTAYTNTQLLELEKEFHFNKYLCRPRRVEIAALLDLTERQVKVWFQNRRMKHKRQTQHREPPDGEPACPGALEDICDPAEEPAASPGGPSASRAAWEACCHPPEVVPGALSADPRPLAVRLEGAGASSPGCALRGAGGLEPGPLPEDVFSGRQD.... The miRNA is dme-miR-2c-3p with sequence UAUCACAGCCAGCUUUGAUGGGC. (4) The miRNA is mmu-miR-1961 with sequence UGAGGUAGUAGUUAGAA. The protein sequence of the target gene is MRGVGWQMLSLSLGLVLAILNKVAPQACPAQCSCSGSTVDCHGLALRSVPRNIPRNTERLDLNGNNITRITKTDFAGLRHLRVLQLMENKISTIERGAFQDLKELERLRLNRNHLQLFPELLFLGTAKLYRLDLSENQIQAIPRKAFRGAVDIKNLQLDYNQISCIEDGAFRALRDLEVLTLNNNNITRLSVASFNHMPKLRTFRLHSNNLYCDCHLAWLSDWLRQRPRVGLYTQCMGPSHLRGHNVAEVQKREFVCSGHQSFMAPSCSVLHCPAACTCSNNIVDCRGKGLTEIPTNLPE.... Result: 0 (no interaction). (5) The miRNA is hsa-miR-1323 with sequence UCAAAACUGAGGGGCAUUUUCU. The protein sequence of the target gene is MASNVTNKTDPRSMNSRVFIGNLNTLVVKKSDVEAIFSKYGKIVGCSVHKGFAFVQYVNERNARAAVAGEDGRMIAGQVLDINLAAEPKVNRGKAGVKRSAAEMYGSVTEHPSPSPLLSSSFDLDYDFQRDYYDRMYSYPARVPPPPPIARAVVPSKRQRVSGNTSRRGKSGFNSKSGQRGSSKSGKLKGDDLQAIKKELTQIKQKVDSLLENLEKIEKEQSKQAVEMKNDKSEEEQSSSSVKKDETNVKMESEGGADDSAEEGDLLDDDDNEDRGDDQLELIKDDEKEAEEGEDDRDSA.... Result: 1 (interaction). (6) The miRNA is hsa-miR-874-3p with sequence CUGCCCUGGCCCGAGGGACCGA. The protein sequence of the target gene is MEVDINGESRSTLTTLPFPGAEANSPGKAEAEKPRCSSTPCSPMRRTVSGYQILHMDSNYLVGFTTGEELLKLAQKCTGGEESKAEAMPSLRSKQLDAGLARSSRLYKTRSRYYQPYEIPAVNGRRRRRMPSSGDKCTKSLPYEPYKALHGPLPLCLLKGKRAHSKSLDYLNLDKMIKEPADTEVLQYQLQHLTLRGDRVFARNNT. Result: 0 (no interaction). (7) The miRNA is mmu-miR-467d-3p with sequence AUAUACAUACACACACCUACAC. The protein sequence of the target gene is MKAIKKSLTEEEYLYLDFSHQTEGCIFPLHTSVTLFLLSYCDCKIFKICLVVTKEVSRDSSLLRDDLIQDVEIQIISRQELPPIVQNCCLPAVVERSDNFCRAGLAVVLRHIIQKSYEADPLKKELLELLGFKKTCLKACAEVSQWTRLCELTIPLAIENFLRESSDQPPTIPVEILQLEKKLSEPVRVHNDDKLRRQKLKQQKADGVGPPLTKGKAKSKVHTQETSEGLDSSSKSLELKVAFSKLTVQEEPATTNREPSHIRKAKASDLPPLEHVFAEGLYFTLADIVLLPCIHHFLVI.... Result: 0 (no interaction).